This data is from Full USPTO retrosynthesis dataset with 1.9M reactions from patents (1976-2016). The task is: Predict the reactants needed to synthesize the given product. (1) Given the product [F:23][C:24]1[CH:25]=[C:26]2[C:30](=[CH:31][C:32]=1[NH:33][C:34](=[O:38])[CH2:35][O:36][CH3:37])[NH:29][C:28](=[O:39])[C:27]2=[CH:21][C:3]1[NH:4][C:5]2[CH2:11][CH2:10][CH2:9][N:8]([CH2:12][CH2:13][N:14]3[CH2:19][CH2:18][O:17][CH2:16][CH2:15]3)[C:7](=[O:20])[C:6]=2[C:2]=1[CH3:1], predict the reactants needed to synthesize it. The reactants are: [CH3:1][C:2]1[C:6]2[C:7](=[O:20])[N:8]([CH2:12][CH2:13][N:14]3[CH2:19][CH2:18][O:17][CH2:16][CH2:15]3)[CH2:9][CH2:10][CH2:11][C:5]=2[NH:4][C:3]=1[CH:21]=O.[F:23][C:24]1[CH:25]=[C:26]2[C:30](=[CH:31][C:32]=1[NH:33][C:34](=[O:38])[CH2:35][O:36][CH3:37])[NH:29][C:28](=[O:39])[CH2:27]2. (2) Given the product [CH3:31][O:32][C:33]1[CH:34]=[CH:35][C:36]([S:39]([N:1]2[CH2:5][CH2:4][CH:3]([O:6][C:7]3[C:8]([C:13]4[CH:18]=[CH:17][N:16]=[CH:15][CH:14]=4)=[N:9][CH:10]=[CH:11][CH:12]=3)[CH2:2]2)(=[O:41])=[O:40])=[CH:37][CH:38]=1, predict the reactants needed to synthesize it. The reactants are: [NH:1]1[CH2:5][CH2:4][CH:3]([O:6][C:7]2[C:8]([C:13]3[CH:18]=[CH:17][N:16]=[CH:15][CH:14]=3)=[N:9][CH:10]=[CH:11][CH:12]=2)[CH2:2]1.C(N(CC)CC)C.CN(C=O)C.[CH3:31][O:32][C:33]1[CH:38]=[CH:37][C:36]([S:39](Cl)(=[O:41])=[O:40])=[CH:35][CH:34]=1. (3) The reactants are: P(N=[N+]=[N-])(=O)([O:9][C:10]1C=CC=CC=1)OC1C=CC=CC=1.[N:20]1[CH:25]=[CH:24][N:23]=[CH:22][C:21]=1C(O)=O.CC[N:31](C(C)C)C(C)C.[F:38][C:39]([F:60])([F:59])[CH:40]1[CH2:45][CH2:44][CH2:43][N:42]([C:46]2[CH:47]=[CH:48][C:49]3[N:56]4[CH2:57][C@H:52]([CH2:53][CH2:54][CH2:55]4)[NH:51][C:50]=3[N:58]=2)[CH2:41]1. Given the product [N:20]1[CH:25]=[CH:24][N:23]=[CH:22][C:21]=1[NH:31][C:10]([N:51]1[C@@H:52]2[CH2:57][N:56]([CH2:55][CH2:54][CH2:53]2)[C:49]2[CH:48]=[CH:47][C:46]([N:42]3[CH2:43][CH2:44][CH2:45][CH:40]([C:39]([F:38])([F:59])[F:60])[CH2:41]3)=[N:58][C:50]1=2)=[O:9], predict the reactants needed to synthesize it. (4) Given the product [CH:11]([N:10]1[C:4]2[CH:3]=[C:2]([NH:26][C:27]3[CH:32]=[CH:31][N:30]=[C:29]([N:33]4[CH2:38][CH2:37][CH:36]([OH:39])[C:35]([CH3:41])([CH3:40])[CH2:34]4)[N:28]=3)[N:7]=[CH:6][C:5]=2[C:8]([C:14]2[NH:18][N:17]=[CH:16][C:15]=2[CH3:25])=[N:9]1)([CH3:12])[CH3:13], predict the reactants needed to synthesize it. The reactants are: Cl[C:2]1[N:7]=[CH:6][C:5]2[C:8]([C:14]3[N:18](C4CCCCO4)[N:17]=[CH:16][C:15]=3[CH3:25])=[N:9][N:10]([CH:11]([CH3:13])[CH3:12])[C:4]=2[CH:3]=1.[NH2:26][C:27]1[CH:32]=[CH:31][N:30]=[C:29]([N:33]2[CH2:38][CH2:37][CH:36]([OH:39])[C:35]([CH3:41])([CH3:40])[CH2:34]2)[N:28]=1.CC(C)([O-])C.[Na+].C(O)(C)(C)C.CO.Cl.